Dataset: Forward reaction prediction with 1.9M reactions from USPTO patents (1976-2016). Task: Predict the product of the given reaction. (1) Given the reactants [Cl:1][C:2]1[C:3]2[CH2:33][NH:32][C:31](=[O:34])[C:4]=2[C:5]([NH:23][C:24]2[CH:25]=[C:26]([CH3:30])[CH:27]=[CH:28][CH:29]=2)=[N:6][C:7]=1[NH:8][C@@H:9]1[CH2:14][CH2:13][CH2:12][CH2:11][C@@H:10]1[NH:15]C(=O)OC(C)(C)C.[F:35][C:36]([F:41])([F:40])[C:37]([OH:39])=[O:38], predict the reaction product. The product is: [C:37]([OH:39])([C:36]([F:41])([F:40])[F:35])=[O:38].[NH2:15][C@H:10]1[CH2:11][CH2:12][CH2:13][CH2:14][C@H:9]1[NH:8][C:7]1[N:6]=[C:5]([NH:23][C:24]2[CH:25]=[C:26]([CH3:30])[CH:27]=[CH:28][CH:29]=2)[C:4]2[C:31](=[O:34])[NH:32][CH2:33][C:3]=2[C:2]=1[Cl:1]. (2) Given the reactants Br[C:2]1[CH:3]=[C:4]2[C:8](=[CH:9][C:10]=1[Cl:11])[N:7]([C:12]([O:14][C:15]([CH3:18])([CH3:17])[CH3:16])=[O:13])[CH:6]=[C:5]2[C:19]([O:21][CH3:22])=[O:20].CC1(C)C(C)(C)OB([C:31]2[CH:36]=[CH:35][C:34]([OH:37])=[CH:33][CH:32]=2)O1.[O-]P([O-])([O-])=O.[K+].[K+].[K+], predict the reaction product. The product is: [Cl:11][C:10]1[CH:9]=[C:8]2[C:4]([C:5]([C:19]([O:21][CH3:22])=[O:20])=[CH:6][N:7]2[C:12]([O:14][C:15]([CH3:18])([CH3:17])[CH3:16])=[O:13])=[CH:3][C:2]=1[C:31]1[CH:36]=[CH:35][C:34]([OH:37])=[CH:33][CH:32]=1. (3) Given the reactants [Cl:1][C:2]1[CH:3]=[CH:4][C:5]([C:25]#[N:26])=[C:6]([C:8]2[C:13]([O:14][CH3:15])=[CH:12][N:11]([CH2:16][C:17]([O:19][C:20]([CH3:23])([CH3:22])[CH3:21])=[O:18])[C:10](=[O:24])[CH:9]=2)[CH:7]=1.FC(F)(F)S(O[CH2:33][CH2:34][O:35][C:36]([F:39])([F:38])[F:37])(=O)=O, predict the reaction product. The product is: [Cl:1][C:2]1[CH:3]=[CH:4][C:5]([C:25]#[N:26])=[C:6]([C:8]2[C:13]([O:14][CH3:15])=[CH:12][N:11]([CH:16]([CH2:33][CH2:34][O:35][C:36]([F:39])([F:38])[F:37])[C:17]([O:19][C:20]([CH3:21])([CH3:22])[CH3:23])=[O:18])[C:10](=[O:24])[CH:9]=2)[CH:7]=1. (4) Given the reactants C(N1C[C@H](OCC)[C@H](NC2C(CC)=NC(C3C=CC(Cl)=CC=3Cl)=C(CC)N=2)C1)(=O)C.[Cl:31][C:32]1[CH:37]=[C:36]([O:38][CH3:39])[CH:35]=[CH:34][C:33]=1[C:40]1[N:41]=[C:42]([CH2:57][CH3:58])[C:43]([NH:48][C@H:49]2[C@@H:53]([O:54][CH2:55][CH3:56])[CH2:52][NH:51][CH2:50]2)=[N:44][C:45]=1[CH2:46][CH3:47].Cl[C:60]([O:62][CH3:63])=[O:61], predict the reaction product. The product is: [Cl:31][C:32]1[CH:37]=[C:36]([O:38][CH3:39])[CH:35]=[CH:34][C:33]=1[C:40]1[N:41]=[C:42]([CH2:57][CH3:58])[C:43]([NH:48][C@H:49]2[C@@H:53]([O:54][CH2:55][CH3:56])[CH2:52][N:51]([C:60]([O:62][CH3:63])=[O:61])[CH2:50]2)=[N:44][C:45]=1[CH2:46][CH3:47]. (5) Given the reactants Br[C:2]1[CH:3]=[C:4]([NH:22][CH:23]([CH2:25][CH3:26])[CH3:24])[C:5]([CH3:21])=[C:6]([CH:20]=1)[C:7]([NH:9][CH2:10][C:11]1[C:12](=[O:19])[NH:13][C:14]([CH3:18])=[CH:15][C:16]=1[CH3:17])=[O:8].[CH3:27][O:28][C:29]1[S:30][C:31]([Sn](CCCC)(CCCC)CCCC)=[CH:32][N:33]=1, predict the reaction product. The product is: [CH:23]([NH:22][C:4]1[C:5]([CH3:21])=[C:6]([CH:20]=[C:2]([C:31]2[S:30][C:29]([O:28][CH3:27])=[N:33][CH:32]=2)[CH:3]=1)[C:7]([NH:9][CH2:10][C:11]1[C:12](=[O:19])[NH:13][C:14]([CH3:18])=[CH:15][C:16]=1[CH3:17])=[O:8])([CH2:25][CH3:26])[CH3:24].